This data is from Forward reaction prediction with 1.9M reactions from USPTO patents (1976-2016). The task is: Predict the product of the given reaction. (1) Given the reactants C[O:2][C:3]1[C:4]2[O:11]C(C(O)=O)=C[C:5]=2N=C[N:8]=1.[CH3:15][N:16]([CH3:23])C1C=CC=CC=1.P(Cl)(Cl)([Cl:26])=O.[C:29](#[N:31])[CH3:30], predict the reaction product. The product is: [Cl:26][C:15]1[C:30]2[O:11][C:4]([C:3]([NH2:8])=[O:2])=[CH:5][C:29]=2[N:31]=[CH:23][N:16]=1. (2) The product is: [Br:1][C:2]1[S:3][CH:4]=[CH:5][C:6]=1[NH:12][C:15](=[O:34])[O:26][CH:24]([C:19]1[CH:20]=[CH:21][CH:22]=[CH:23][C:18]=1[Cl:17])[CH3:25]. Given the reactants [Br:1][C:2]1[S:3][CH:4]=[CH:5][C:6]=1C(O)=O.C([N:12]([CH2:15]C)CC)C.[Cl:17][C:18]1[CH:23]=[CH:22][CH:21]=[CH:20][C:19]=1[CH:24]([OH:26])[CH3:25].C1(P(N=[N+]=[N-])(C2C=CC=CC=2)=[O:34])C=CC=CC=1, predict the reaction product. (3) Given the reactants [OH:1][C:2]1[C:7]([CH3:8])=[CH:6][CH:5]=[CH:4][N:3]=1.[Cl:9][C:10]1[CH:15]=[C:14](F)[CH:13]=[CH:12][C:11]=1[N+:17]([O-:19])=[O:18], predict the reaction product. The product is: [CH3:8][C:7]1[C:2](=[O:1])[N:3]([C:14]2[CH:13]=[CH:12][C:11]([N+:17]([O-:19])=[O:18])=[C:10]([Cl:9])[CH:15]=2)[CH:4]=[CH:5][CH:6]=1. (4) Given the reactants [NH2:1][C:2]1[C:3]2[N:4]([C:8]([C@H:12]3[CH2:29][N:16]4[C:17](=[O:28])[CH2:18][N:19]([C:21]([CH3:27])([CH3:26])[C:22]([O:24][CH3:25])=[O:23])[CH2:20][C@@H:15]4[CH2:14][CH2:13]3)=[N:9][C:10]=2Br)[CH:5]=[CH:6][N:7]=1.CC1(C)C(C)(C)OB([C:38]2[CH:56]=[CH:55][C:41]([C:42]([NH:44][C:45]3[CH:50]=[C:49]([C:51]([F:54])([F:53])[F:52])[CH:48]=[CH:47][N:46]=3)=[O:43])=[CH:40][CH:39]=2)O1, predict the reaction product. The product is: [NH2:1][C:2]1[C:3]2[N:4]([C:8]([C@H:12]3[CH2:29][N:16]4[C:17](=[O:28])[CH2:18][N:19]([C:21]([CH3:27])([CH3:26])[C:22]([O:24][CH3:25])=[O:23])[CH2:20][C@@H:15]4[CH2:14][CH2:13]3)=[N:9][C:10]=2[C:38]2[CH:56]=[CH:55][C:41]([C:42](=[O:43])[NH:44][C:45]3[CH:50]=[C:49]([C:51]([F:52])([F:53])[F:54])[CH:48]=[CH:47][N:46]=3)=[CH:40][CH:39]=2)[CH:5]=[CH:6][N:7]=1. (5) Given the reactants [CH3:1][O:2][C:3]1[CH:8]=[C:7]([CH3:9])[C:6]([S:10]([N:13]([CH2:15][C:16]2[O:20][CH:19]=[C:18]([C:21]([OH:23])=O)[CH:17]=2)[CH3:14])(=[O:12])=[O:11])=[C:5]([CH3:24])[CH:4]=1.CCN=C=NCCCN(C)C.C1C=NC2N(O)N=NC=2C=1.[N:46]1([CH2:51][CH:52]2[CH2:57][CH2:56][NH:55][CH2:54][CH2:53]2)[CH2:50][CH2:49][CH2:48][CH2:47]1, predict the reaction product. The product is: [CH3:1][O:2][C:3]1[CH:4]=[C:5]([CH3:24])[C:6]([S:10]([N:13]([CH3:14])[CH2:15][C:16]2[O:20][CH:19]=[C:18]([C:21]([N:55]3[CH2:54][CH2:53][CH:52]([CH2:51][N:46]4[CH2:50][CH2:49][CH2:48][CH2:47]4)[CH2:57][CH2:56]3)=[O:23])[CH:17]=2)(=[O:11])=[O:12])=[C:7]([CH3:9])[CH:8]=1. (6) Given the reactants [Br:1][C:2]1[CH:7]=[CH:6][N:5]=[C:4]([CH2:8][NH:9][CH:10]=O)[CH:3]=1.FC(F)(F)C(OC(=O)C(F)(F)F)=O.C(=O)([O-])[O-].[Na+].[Na+], predict the reaction product. The product is: [Br:1][C:2]1[CH:7]=[CH:6][N:5]2[CH:10]=[N:9][CH:8]=[C:4]2[CH:3]=1.